This data is from Peptide-MHC class II binding affinity with 134,281 pairs from IEDB. The task is: Regression. Given a peptide amino acid sequence and an MHC pseudo amino acid sequence, predict their binding affinity value. This is MHC class II binding data. (1) The peptide sequence is KIDAAFKVAATAAAT. The MHC is HLA-DPA10201-DPB11401 with pseudo-sequence HLA-DPA10201-DPB11401. The binding affinity (normalized) is 0.528. (2) The peptide sequence is NNALQNLARTISEAG. The MHC is HLA-DPA10301-DPB10402 with pseudo-sequence HLA-DPA10301-DPB10402. The binding affinity (normalized) is 0.0359.